Dataset: Full USPTO retrosynthesis dataset with 1.9M reactions from patents (1976-2016). Task: Predict the reactants needed to synthesize the given product. (1) Given the product [Cl:1][C:2]1[C:3]([OH:16])=[C:4]([CH:7]=[C:8]([C:10]([F:13])([F:12])[F:11])[CH:9]=1)[CH:5]=[O:6], predict the reactants needed to synthesize it. The reactants are: [Cl:1][C:2]1[C:3](F)=[C:4]([CH:7]=[C:8]([C:10]([F:13])([F:12])[F:11])[CH:9]=1)[CH:5]=[O:6].C[O-:16].[Na+].B(Br)(Br)Br. (2) Given the product [Br:22][C:19]1[CH:20]=[CH:21][C:16]2[N:17]([CH:2]=[C:3]([C:5]3[CH:14]=[CH:13][C:12]4[C:7](=[CH:8][CH:9]=[CH:10][CH:11]=4)[CH:6]=3)[N:15]=2)[CH:18]=1, predict the reactants needed to synthesize it. The reactants are: Br[CH2:2][C:3]([C:5]1[CH:14]=[CH:13][C:12]2[C:7](=[CH:8][CH:9]=[CH:10][CH:11]=2)[CH:6]=1)=O.[NH2:15][C:16]1[CH:21]=[CH:20][C:19]([Br:22])=[CH:18][N:17]=1.C(=O)([O-])O.[Na+]. (3) Given the product [Br:1][C:2]1[CH:3]=[C:4]2[S:10][C:9]([O:11][CH:12]3[CH2:17][CH2:16][NH:15][CH2:14][CH2:13]3)=[N:8][C:5]2=[N:6][CH:7]=1, predict the reactants needed to synthesize it. The reactants are: [Br:1][C:2]1[CH:3]=[C:4]2[S:10][C:9]([O:11][CH:12]3[CH2:17][CH2:16][N:15](C(OC(C)(C)C)=O)[CH2:14][CH2:13]3)=[N:8][C:5]2=[N:6][CH:7]=1.C(O)(C(F)(F)F)=O.BrC1C=CC2N=C(OC3CCNCC3)SC=2C=1.